Dataset: Reaction yield outcomes from USPTO patents with 853,638 reactions. Task: Predict the reaction yield, written as a fraction of the theoretical maximum amount of product (1.0 means a 100% yield; for example, 0.34 means a 34% yield). The yield is 0.830. The catalyst is C(Cl)Cl. The reactants are C([O-])(O)=O.[Na+].C(N[C@@H](C(O)=O)CC(C)C)(=O)C.[CH3:18][C@H:19]1[CH2:24][CH2:23][NH:22][CH2:21][C@@H:20]1[C:25]([O:27][CH3:28])=[O:26]. The product is [CH3:18][C@H:19]1[CH2:24][CH2:23][NH:22][CH2:21][C@@H:20]1[C:25]([O:27][CH3:28])=[O:26].